The task is: Predict the product of the given reaction.. This data is from Forward reaction prediction with 1.9M reactions from USPTO patents (1976-2016). (1) Given the reactants FC(F)(F)C(O)=O.[NH:8]1[CH2:12][CH2:11][CH:10]([S:13]([C:16]2[CH:21]=[CH:20][C:19]([OH:22])=[CH:18][CH:17]=2)(=[O:15])=[O:14])[CH2:9]1.Br[CH2:24][CH2:25][CH2:26][CH2:27][CH2:28][C:29]1[CH:34]=[CH:33][CH:32]=[CH:31][CH:30]=1, predict the reaction product. The product is: [C:29]1([CH2:28][CH2:27][CH2:26][CH2:25][CH2:24][N:8]2[CH2:12][CH2:11][CH:10]([S:13]([C:16]3[CH:21]=[CH:20][C:19]([OH:22])=[CH:18][CH:17]=3)(=[O:15])=[O:14])[CH2:9]2)[CH:34]=[CH:33][CH:32]=[CH:31][CH:30]=1. (2) Given the reactants [F:1][C:2]1[CH:3]=[CH:4][C:5]2[S:9][CH:8]=[C:7]([C:10](=[O:29])[CH2:11][CH2:12][N:13]([CH:17]3[CH2:26][C:25]4[C:20](=[CH:21][CH:22]=[CH:23][C:24]=4[O:27][CH3:28])[O:19][CH2:18]3)[CH2:14][CH2:15][CH3:16])[C:6]=2[CH:30]=1.[BH4-].[Na+].CCCCCC.CCOC(C)=O, predict the reaction product. The product is: [F:1][C:2]1[CH:3]=[CH:4][C:5]2[S:9][CH:8]=[C:7]([CH:10]([OH:29])[CH2:11][CH2:12][N:13]([CH:17]3[CH2:26][C:25]4[C:20](=[CH:21][CH:22]=[CH:23][C:24]=4[O:27][CH3:28])[O:19][CH2:18]3)[CH2:14][CH2:15][CH3:16])[C:6]=2[CH:30]=1. (3) Given the reactants [OH:1][C@@H:2]([C@H:4]1[C:25](=[O:26])[N:6]2[C@@H:7]([C:12]([O:14][CH2:15][C:16]3[CH:21]=[CH:20][C:19]([N+:22]([O-:24])=[O:23])=[CH:18][CH:17]=3)=[O:13])[C:8](=O)[C@H:9]([CH3:10])[C@H:5]12)[CH3:3].[N:27]1[C:36]2[C:31](=[CH:32][CH:33]=[CH:34][CH:35]=2)[CH:30]=[C:29]([C:37]([C:39]2[N:40]=[CH:41][N:42]3[CH:46]=[C:45]([Sn](CCCC)(CCCC)CCCC)[S:44][C:43]=23)=[O:38])[CH:28]=1, predict the reaction product. The product is: [OH:1][C@@H:2]([C@H:4]1[C:25](=[O:26])[N:6]2[C:7]([C:12]([O:14][CH2:15][C:16]3[CH:21]=[CH:20][C:19]([N+:22]([O-:24])=[O:23])=[CH:18][CH:17]=3)=[O:13])=[C:8]([C:45]3[S:44][C:43]4=[C:39]([C:37]([C:29]5[CH:28]=[N:27][C:36]6[C:31]([CH:30]=5)=[CH:32][CH:33]=[CH:34][CH:35]=6)=[O:38])[N:40]=[CH:41][N:42]4[CH:46]=3)[C@H:9]([CH3:10])[C@H:5]12)[CH3:3].